This data is from Forward reaction prediction with 1.9M reactions from USPTO patents (1976-2016). The task is: Predict the product of the given reaction. (1) Given the reactants [F:1][C:2]([F:6])([F:5])[CH2:3][NH2:4].[C:7]([O:11][C:12]([NH:14][C@@H:15]([CH3:28])[C:16]([NH:18][N:19]1[CH:23]=[CH:22][CH:21]=[C:20]1[C:24](OC)=[O:25])=[O:17])=[O:13])([CH3:10])([CH3:9])[CH3:8].C[Al](C)C.C(C(C(C([O-])=O)O)O)([O-])=O.[Na+].[Na+], predict the reaction product. The product is: [O:17]=[C:16]([NH:18][N:19]1[CH:23]=[CH:22][CH:21]=[C:20]1[C:24](=[O:25])[NH:4][CH2:3][C:2]([F:6])([F:5])[F:1])[C@@H:15]([NH:14][C:12](=[O:13])[O:11][C:7]([CH3:10])([CH3:9])[CH3:8])[CH3:28]. (2) Given the reactants B1(C)O[C:7]([C:15]2[CH:20]=[CH:19][CH:18]=CC=2)([C:9]2[CH:14]=[CH:13][CH:12]=[CH:11][CH:10]=2)[C@H]2N1CCC2.[CH:22](=[O:25])[CH2:23][CH3:24].[F-].C([N+:31]([CH2:40][CH2:41][CH2:42][CH3:43])(CCCC)CCCC)CCC.C[OH:45].[O:46]1C[CH2:49][CH2:48][CH2:47]1, predict the reaction product. The product is: [OH:25][C@@H:22]([C:20]1([C:15]2[O:45][N:31]=[C:40]([C:41]3[CH:42]=[CH:43][C:47]([OH:46])=[CH:48][CH:49]=3)[C:7]=2[C:9]2[CH:10]=[CH:11][CH:12]=[CH:13][CH:14]=2)[CH2:19][CH2:18]1)[CH2:23][CH3:24].